This data is from Catalyst prediction with 721,799 reactions and 888 catalyst types from USPTO. The task is: Predict which catalyst facilitates the given reaction. (1) Reactant: [Br:1][C:2]1[N:7]=[CH:6][C:5]2[CH:8]=[C:9]([C:11]3[O:15][CH:14]=[N:13][CH:12]=3)[NH:10][C:4]=2[CH:3]=1.C1C=CC=CC=1.C[Si](C)(C)[N-][Si](C)(C)C.[Na+].Cl[C:33]([O:35][CH:36]([CH3:38])[CH3:37])=[O:34]. Product: [Br:1][C:2]1[N:7]=[CH:6][C:5]2[CH:8]=[C:9]([C:11]3[O:15][CH:14]=[N:13][CH:12]=3)[N:10]([C:33]([O:35][CH:36]([CH3:38])[CH3:37])=[O:34])[C:4]=2[CH:3]=1. The catalyst class is: 39. (2) Reactant: [Br:1][C:2]1[S:13][C:5]2=[N:6][C:7]([Cl:12])=[C:8]([CH:10]=[O:11])[CH:9]=[C:4]2[CH:3]=1.[CH3:14][Mg]Cl. Product: [Br:1][C:2]1[S:13][C:5]2=[N:6][C:7]([Cl:12])=[C:8]([CH:10]([OH:11])[CH3:14])[CH:9]=[C:4]2[CH:3]=1. The catalyst class is: 1. (3) Reactant: [CH3:1][CH2:2][CH2:3][CH2:4][C:5]([N:7]([C@H:26]([C:30]([OH:32])=[O:31])[CH:27]([CH3:29])[CH3:28])[CH2:8][C:9]1[CH:10]=[CH:11][C:12]([C:15]2[CH:16]=[CH:17][CH:18]=[CH:19][C:20]=2[C:21]2[NH:22][N:23]=[N:24][N:25]=2)=[CH:13][CH:14]=1)=[O:6].[CH2:33]([OH:44])[C@H:34]([C@H:36]([C@@H:38]([C@@H:40]([CH2:42][OH:43])[OH:41])[OH:39])[OH:37])[OH:35]. Product: [CH3:1][CH2:2][CH2:3][CH2:4][C:5]([N:7]([C@H:26]([C:30]([OH:32])=[O:31])[CH:27]([CH3:29])[CH3:28])[CH2:8][C:9]1[CH:10]=[CH:11][C:12]([C:15]2[CH:16]=[CH:17][CH:18]=[CH:19][C:20]=2[C:21]2[NH:22][N:23]=[N:24][N:25]=2)=[CH:13][CH:14]=1)=[O:6].[CH2:42]([OH:43])[C@H:40]([C@H:38]([C@@H:36]([C@@H:34]([CH2:33][OH:44])[OH:35])[OH:37])[OH:39])[OH:41]. The catalyst class is: 8.